Dataset: Forward reaction prediction with 1.9M reactions from USPTO patents (1976-2016). Task: Predict the product of the given reaction. (1) Given the reactants [F:1][C:2]1[CH:3]=[C:4]([NH:9][C:10]([C:12]2[CH:13]=[C:14]([S:19](Cl)(=[O:21])=[O:20])[CH:15]=[CH:16][C:17]=2[F:18])=[O:11])[CH:5]=[CH:6][C:7]=1[F:8].CCN(CC)CC.[N:30]1[CH:35]=[CH:34][CH:33]=[CH:32][C:31]=1[CH:36]([NH2:38])[CH3:37], predict the reaction product. The product is: [F:1][C:2]1[CH:3]=[C:4]([NH:9][C:10](=[O:11])[C:12]2[CH:13]=[C:14]([S:19](=[O:21])(=[O:20])[NH:38][CH:36]([C:31]3[CH:32]=[CH:33][CH:34]=[CH:35][N:30]=3)[CH3:37])[CH:15]=[CH:16][C:17]=2[F:18])[CH:5]=[CH:6][C:7]=1[F:8]. (2) Given the reactants [Br:1][C:2]1[CH:3]=[C:4]2[C:9](=[CH:10][CH:11]=1)[NH:8][C:7](=O)[CH2:6][CH2:5]2.COC1C=CC(P2(=S)SP(=S)(C3C=CC(OC)=CC=3)[S:22]2)=CC=1, predict the reaction product. The product is: [Br:1][C:2]1[CH:3]=[C:4]2[C:9](=[CH:10][CH:11]=1)[NH:8][C:7](=[S:22])[CH2:6][CH2:5]2. (3) Given the reactants C[O:2][C:3]1[CH:13]=[CH:12][C:6]2[CH2:7][CH2:8][CH2:9][CH2:10][NH:11][C:5]=2[CH:4]=1.Br.[NH4+].[OH-], predict the reaction product. The product is: [OH:2][C:3]1[CH:13]=[CH:12][C:6]2[CH2:7][CH2:8][CH2:9][CH2:10][NH:11][C:5]=2[CH:4]=1. (4) Given the reactants [NH2:1][CH2:2][CH2:3][CH2:4][CH2:5][OH:6].[C:7]([O:15][C:16]1[CH:17]=[C:18]([S:22](Cl)(=[O:24])=[O:23])[CH:19]=[CH:20][CH:21]=1)(=O)[C:8]1[CH:13]=[CH:12]C=CC=1.[CH2:26]1CCN2C(=NCCC2)CC1.[C:37]([OH:40])(=O)C, predict the reaction product. The product is: [CH:8]1([CH2:7][O:15][C:16]2[CH:17]=[C:18]([S:22]([NH:1][CH2:2][CH2:3][CH2:4][CH2:5][O:6][CH2:26][O:40][CH3:37])(=[O:23])=[O:24])[CH:19]=[CH:20][CH:21]=2)[CH2:13][CH2:12]1. (5) Given the reactants [CH3:1][N:2]([C@@H:7]1[C:16]2[N:15]=[CH:14][CH:13]=[CH:12][C:11]=2[CH2:10][CH2:9][CH2:8]1)[CH2:3][C:4]([OH:6])=[O:5].[CH2:17](N[C@@H]1C2N=CC=CC=2CCC1)[CH2:18]C.C(CC(OBr)=O)C1C=CC=CC=1, predict the reaction product. The product is: [CH2:1]([N:2]([C@@H:7]1[C:16]2[N:15]=[CH:14][CH:13]=[CH:12][C:11]=2[CH2:10][CH2:9][CH2:8]1)[CH2:3][C:4]([OH:6])=[O:5])[CH2:17][CH3:18]. (6) Given the reactants [CH:1]([O:4][P:5]([C:11]([P:21](=[O:30])([O:26][CH:27]([CH3:29])[CH3:28])[O:22][CH:23]([CH3:25])[CH3:24])([F:20])[CH2:12][C:13]1[CH:14]=[N:15][CH:16]=[C:17](Br)[CH:18]=1)(=[O:10])[O:6][CH:7]([CH3:9])[CH3:8])([CH3:3])[CH3:2].[CH3:31][C:32]1[C:36](B(O)O)=[C:35]([CH3:40])[O:34][N:33]=1.C(=O)([O-])[O-].[K+].[K+], predict the reaction product. The product is: [CH:1]([O:4][P:5]([C:11]([P:21](=[O:30])([O:26][CH:27]([CH3:29])[CH3:28])[O:22][CH:23]([CH3:25])[CH3:24])([F:20])[CH2:12][C:13]1[CH:14]=[N:15][CH:16]=[C:17]([C:36]2[C:32]([CH3:31])=[N:33][O:34][C:35]=2[CH3:40])[CH:18]=1)(=[O:10])[O:6][CH:7]([CH3:9])[CH3:8])([CH3:3])[CH3:2]. (7) Given the reactants [Br:1][C:2]1[N:7]=[C:6]([N:8]([CH2:12][C:13]2[CH:18]=[CH:17][C:16]([C:19]#[N:20])=[CH:15][C:14]=2[Cl:21])[C:9](=O)[CH3:10])[C:5]([N+:22]([O-])=O)=[CH:4][CH:3]=1.C(O)(=O)C, predict the reaction product. The product is: [Br:1][C:2]1[N:7]=[C:6]2[N:8]([CH2:12][C:13]3[CH:18]=[CH:17][C:16]([C:19]#[N:20])=[CH:15][C:14]=3[Cl:21])[C:9]([CH3:10])=[N:22][C:5]2=[CH:4][CH:3]=1.